The task is: Predict the product of the given reaction.. This data is from Forward reaction prediction with 1.9M reactions from USPTO patents (1976-2016). (1) Given the reactants [Cl:1][C:2]1[CH:3]=[C:4]([CH:8]=[CH:9][C:10]=1[O:11][C:12]([F:15])([F:14])[F:13])[C:5]([OH:7])=O.C(Cl)CCl.C1C=CC2N(O)N=NC=2C=1.[Cl:30][C:31]1[C:39]2[C:34](=[CH:35][CH:36]=[C:37]([C:40]([NH:42]O)=[NH:41])[CH:38]=2)[N:33]([CH2:44][CH2:45][C:46]([O:48][CH2:49][CH3:50])=[O:47])[CH:32]=1, predict the reaction product. The product is: [Cl:30][C:31]1[C:39]2[C:34](=[CH:35][CH:36]=[C:37]([C:40]3[N:41]=[C:5]([C:4]4[CH:8]=[CH:9][C:10]([O:11][C:12]([F:15])([F:14])[F:13])=[C:2]([Cl:1])[CH:3]=4)[O:7][N:42]=3)[CH:38]=2)[N:33]([CH2:44][CH2:45][C:46]([O:48][CH2:49][CH3:50])=[O:47])[CH:32]=1. (2) The product is: [CH3:1][C:2]1[CH:3]=[C:4]([CH2:5][N:6]2[CH:10]([C:11]([F:12])([F:13])[F:14])[NH:9][C:8]([C:15]([F:21])([F:20])[C:16]([F:17])([F:18])[F:19])=[N:7]2)[CH:22]=[CH:23][C:24]=1[NH2:25]. Given the reactants [CH3:1][C:2]1[CH:3]=[C:4]([CH:22]=[CH:23][C:24]=1[N+:25]([O-])=O)[CH2:5][N:6]1[CH:10]([C:11]([F:14])([F:13])[F:12])[NH:9][C:8]([C:15]([F:21])([F:20])[C:16]([F:19])([F:18])[F:17])=[N:7]1, predict the reaction product. (3) Given the reactants [CH3:1][C:2]1[NH:3][C:4]2[C:9]([C:10]=1[CH3:11])=[CH:8][C:7]([C:12]([O:14][CH2:15][CH3:16])=[O:13])=[CH:6][CH:5]=2.I[C:18]1[CH:23]=[CH:22][CH:21]=[CH:20][CH:19]=1.P([O-])([O-])([O-])=O.[K+].[K+].[K+].[C@@H]1(N)CCCC[C@H]1N, predict the reaction product. The product is: [CH3:1][C:2]1[N:3]([C:18]2[CH:23]=[CH:22][CH:21]=[CH:20][CH:19]=2)[C:4]2[C:9]([C:10]=1[CH3:11])=[CH:8][C:7]([C:12]([O:14][CH2:15][CH3:16])=[O:13])=[CH:6][CH:5]=2. (4) The product is: [CH3:84][C@@H:83]([OH:85])[C@@H:39]1[NH:40][C:41](=[O:42])[C@H:43]([CH2:80][CH2:81][NH2:82])[NH:44][C:45](=[O:46])[C@H:47]([CH2:77][CH2:78][NH2:79])[NH:48][C:49](=[O:50])[C@H:51]([CH2:73][CH:74]([CH3:75])[CH3:76])[NH:52][C:53](=[O:54])[C@H:55]([CH2:66][C:67]2[CH:72]=[CH:71][CH:70]=[CH:69][CH:68]=2)[NH:56][C:57](=[O:58])[C@H:59]([CH2:63][CH2:64][NH2:65])[NH:60][C:61](=[O:62])[C@@H:33]([NH:32][C:30]([C@@H:26]([NH:25][C:23]([C@@H:19]([NH2:18])[C@H:20]([OH:22])[CH3:21])=[O:24])[CH2:27][CH2:28][NH2:29])=[O:31])[CH2:34][CH2:35][NH:36][C:37]1=[O:38]. Given the reactants CCC(CCCCC(N[C@H](C([NH:18][C@H:19]([C:23]([NH:25][C@H:26]([C:30]([NH:32][C@@H:33]1[C:61](=[O:62])[NH:60][C@H:59]([CH2:63][CH2:64][NH2:65])[C:57](=[O:58])[NH:56][C@H:55]([CH2:66][C:67]2[CH:68]=[CH:69][CH:70]=[CH:71][CH:72]=2)[C:53](=[O:54])[NH:52][C@@H:51]([CH2:73][CH:74]([CH3:76])[CH3:75])[C:49](=[O:50])[NH:48][C@@H:47]([CH2:77][CH2:78][NH2:79])[C:45](=[O:46])[NH:44][C@@H:43]([CH2:80][CH2:81][NH2:82])[C:41](=[O:42])[NH:40][C@@H:39]([C@H:83]([OH:85])[CH3:84])[C:37](=[O:38])[NH:36][CH2:35][CH2:34]1)=[O:31])[CH2:27][CH2:28][NH2:29])=[O:24])[C@H:20]([OH:22])[CH3:21])=O)CCN)=O)C, predict the reaction product.